This data is from Forward reaction prediction with 1.9M reactions from USPTO patents (1976-2016). The task is: Predict the product of the given reaction. (1) Given the reactants CS([O:5][CH2:6][C:7]1[C:8]([C:16]2[CH:21]=[CH:20][C:19]([CH3:22])=[CH:18][C:17]=2[F:23])=[N:9][S:10][C:11]=1[C:12]([F:15])([F:14])[F:13])(=O)=O.[F:24][C:25]1[CH:26]=[C:27]([CH2:33][CH2:34][C:35]([O:37]CC)=[O:36])[CH:28]=[C:29]([F:32])[C:30]=1O, predict the reaction product. The product is: [F:24][C:25]1[CH:26]=[C:27]([CH2:33][CH2:34][C:35]([OH:37])=[O:36])[CH:28]=[C:29]([F:32])[C:30]=1[O:5][CH2:6][C:7]1[C:8]([C:16]2[CH:21]=[CH:20][C:19]([CH3:22])=[CH:18][C:17]=2[F:23])=[N:9][S:10][C:11]=1[C:12]([F:15])([F:14])[F:13]. (2) Given the reactants C([Li])CCC.C(NC(C)C)(C)C.[CH2:13]([SnH:17]([CH2:22][CH2:23][CH2:24][CH3:25])[CH2:18][CH2:19][CH2:20][CH3:21])[CH2:14][CH2:15][CH3:16].[C:26]([N:29]1[CH2:34][CH2:33][CH2:32][CH2:31][C:30]1=O)(=[O:28])[CH3:27].[O:36]1CCCC1, predict the reaction product. The product is: [C:26]([N:29]1[CH2:34][CH2:33][C:32]([OH:36])([Sn:17]([CH2:13][CH2:14][CH2:15][CH3:16])([CH2:18][CH2:19][CH2:20][CH3:21])[CH2:22][CH2:23][CH2:24][CH3:25])[CH2:31][CH2:30]1)(=[O:28])[CH3:27].